This data is from Full USPTO retrosynthesis dataset with 1.9M reactions from patents (1976-2016). The task is: Predict the reactants needed to synthesize the given product. Given the product [S:8]1[CH:9]=[CH:10][C:11]2[C:3]([C:26](=[O:27])[CH2:25][Cl:24])=[CH:4][CH:5]=[CH:6][C:7]1=2, predict the reactants needed to synthesize it. The reactants are: [Mg].Br[C:3]1[C:11]2[CH:10]=[CH:9][S:8][C:7]=2[CH:6]=[CH:5][CH:4]=1.II.BrC1SC2C=CC=CC=2C=1.[Cl:24][CH2:25][C:26](N(OC)C)=[O:27].[Cl-].[NH4+].